Predict the reactants needed to synthesize the given product. From a dataset of Full USPTO retrosynthesis dataset with 1.9M reactions from patents (1976-2016). (1) Given the product [O:25]=[C:24]1[C:23]([CH:22]([NH:21][C:19]([CH:14]2[CH2:18][CH2:17][CH2:16][CH2:15]2)=[O:20])[CH2:30][CH3:31])=[N:12][N:9]=[C:8]([C:2]2[CH:7]=[CH:6][CH:5]=[CH:4][CH:3]=2)[NH:10]1, predict the reactants needed to synthesize it. The reactants are: Cl.[C:2]1([C:8](=[NH:10])[NH2:9])[CH:7]=[CH:6][CH:5]=[CH:4][CH:3]=1.O.[NH2:12]N.[CH:14]1([C:19]([NH:21][CH:22]([CH2:30][CH3:31])[C:23](=O)[C:24](OCC)=[O:25])=[O:20])[CH2:18][CH2:17][CH2:16][CH2:15]1. (2) Given the product [OH:13][CH2:12][CH:7]1[C:6]2[C:11](=[C:2]([C:14]#[N:15])[CH:3]=[CH:4][CH:5]=2)[O:10][CH2:9][CH2:8]1, predict the reactants needed to synthesize it. The reactants are: Br[C:2]1[CH:3]=[CH:4][CH:5]=[C:6]2[C:11]=1[O:10][CH2:9][CH2:8][CH:7]2[CH2:12][OH:13].[CH3:14][N:15](CCN(C)C)C.CCOC(C)=O. (3) Given the product [S:10]1[C:9]2[C:8]3[CH:11]=[CH:12][CH:13]=[CH:14][C:7]=3[S:6][C:5]=2[CH:4]=[C:3]1[CH2:2][P:15](=[O:22])([O:19][CH2:20][CH3:21])[O:16][CH2:17][CH3:18], predict the reactants needed to synthesize it. The reactants are: Cl[CH2:2][C:3]1[S:10][C:9]2[C:8]3[CH:11]=[CH:12][CH:13]=[CH:14][C:7]=3[S:6][C:5]=2[CH:4]=1.[P:15]([O:22]CC)([O:19][CH2:20][CH3:21])[O:16][CH2:17][CH3:18]. (4) Given the product [CH3:20][O:19][C:14]1[CH:15]=[CH:16][CH:17]=[C:18]2[C:13]=1[NH:12][CH:11]=[C:10]2[C:8](=[O:9])[CH:28]([NH:35][C:36]1[CH:41]=[CH:40][CH:39]=[C:38]([O:42][CH3:43])[CH:37]=1)[C:29]1[CH:30]=[CH:31][CH:32]=[CH:33][CH:34]=1, predict the reactants needed to synthesize it. The reactants are: C(N(CC)CC)C.[CH:8]([C:10]1[C:18]2[C:13](=[C:14]([O:19][CH3:20])[CH:15]=[CH:16][CH:17]=2)[N:12](C(OC(C)(C)C)=O)[CH:11]=1)=[O:9].[CH:28](=[N:35][C:36]1[CH:41]=[CH:40][CH:39]=[C:38]([O:42][CH3:43])[CH:37]=1)[C:29]1[CH:34]=[CH:33][CH:32]=[CH:31][CH:30]=1. (5) Given the product [CH2:37]([S:39]([CH2:42][CH2:43][CH2:44][O:13][C:14]1[CH:23]=[C:22]2[C:17]([C:18]([O:24][C:25]3[CH:26]=[C:27]4[C:31](=[CH:32][CH:33]=3)[NH:30][C:29]([CH3:34])=[CH:28]4)=[N:19][CH:20]=[N:21]2)=[CH:16][C:15]=1[O:35][CH3:36])(=[O:41])=[O:40])[CH3:38], predict the reactants needed to synthesize it. The reactants are: N(C(OCC)=O)=NC(OCC)=O.[OH:13][C:14]1[CH:23]=[C:22]2[C:17]([C:18]([O:24][C:25]3[CH:26]=[C:27]4[C:31](=[CH:32][CH:33]=3)[NH:30][C:29]([CH3:34])=[CH:28]4)=[N:19][CH:20]=[N:21]2)=[CH:16][C:15]=1[O:35][CH3:36].[CH2:37]([S:39]([CH2:42][CH2:43][CH2:44]O)(=[O:41])=[O:40])[CH3:38].C1(P(C2C=CC=CC=2)C2C=CC=CC=2)C=CC=CC=1. (6) Given the product [CH:36]1([C:39]2[C:40]([O:49][CH2:50][CH:51]3[CH2:56][CH2:55][N:54]([S:57]([C:60]4[CH:65]=[CH:64][C:63]([O:66][C:67]([F:68])([F:69])[F:70])=[CH:62][CH:61]=4)(=[O:59])=[O:58])[CH2:53][CH2:52]3)=[CH:41][C:42]([F:48])=[C:43]([CH:47]=2)[C:44]([NH:82][S:79]([CH:76]2[CH2:78][CH2:77]2)(=[O:81])=[O:80])=[O:45])[CH2:38][CH2:37]1, predict the reactants needed to synthesize it. The reactants are: ClC1C(F)=C(C=C(C(F)(F)F)C=1)CN1CCC(COC2C(C3CC3)=CC(C(O)=O)=C(F)C=2)(F)CC1.[CH:36]1([C:39]2[C:40]([O:49][CH2:50][CH:51]3[CH2:56][CH2:55][N:54]([S:57]([C:60]4[CH:65]=[CH:64][C:63]([O:66][C:67]([F:70])([F:69])[F:68])=[CH:62][CH:61]=4)(=[O:59])=[O:58])[CH2:53][CH2:52]3)=[CH:41][C:42]([F:48])=[C:43]([CH:47]=2)[C:44](O)=[O:45])[CH2:38][CH2:37]1.CS(N)(=O)=O.[CH:76]1([S:79]([NH2:82])(=[O:81])=[O:80])[CH2:78][CH2:77]1. (7) Given the product [O:22]=[C:20]1[C:19]2[CH:23]=[CH:24][CH:25]=[CH:26][C:18]=2[S:17][C:16]([C:14]2[N:15]=[C:10]([CH2:9][NH:8][P:27]([O:32][CH2:33][CH3:34])([O:29][CH2:30][CH3:31])=[O:28])[CH:11]=[CH:12][CH:13]=2)=[N:21]1, predict the reactants needed to synthesize it. The reactants are: FC(F)(F)C(O)=O.[NH2:8][CH2:9][C:10]1[N:15]=[C:14]([C:16]2[S:17][C:18]3[CH:26]=[CH:25][CH:24]=[CH:23][C:19]=3[C:20](=[O:22])[N:21]=2)[CH:13]=[CH:12][CH:11]=1.[P:27](Cl)([O:32][CH2:33][CH3:34])([O:29][CH2:30][CH3:31])=[O:28].C(=O)([O-])[O-].[K+].[K+]. (8) Given the product [CH3:1][C:2]1[N:3]([C:17]2[CH:22]=[CH:21][N:20]([CH2:25][CH2:26][O:27][CH3:28])[C:19](=[O:23])[CH:18]=2)[C:4]([CH3:16])=[C:5]([C:7]#[C:8][C:9]2[CH:10]=[C:11]([CH3:15])[CH:12]=[CH:13][CH:14]=2)[N:6]=1, predict the reactants needed to synthesize it. The reactants are: [CH3:1][C:2]1[N:3]([C:17]2[CH:22]=[CH:21][NH:20][C:19](=[O:23])[CH:18]=2)[C:4]([CH3:16])=[C:5]([C:7]#[C:8][C:9]2[CH:10]=[C:11]([CH3:15])[CH:12]=[CH:13][CH:14]=2)[N:6]=1.Br[CH2:25][CH2:26][O:27][CH3:28].